This data is from B-cell epitopes from IEDB database with 3,159 antigens for binding position prediction. The task is: Token-level Classification. Given an antigen amino acid sequence, predict which amino acid positions are active epitope sites capable of antibody binding. Output is a list of indices for active positions. (1) Given the antigen sequence: KTENWIIRNPGYALVAVVLGWMLGSNTGQKVIFTVLLLLVAPAYSFNCLGMSSRDFIEGASGATWVDLVLEGDSCITIMAADKPTLDIRMMNIEATNLALVRNYCYAATVSDVSTVSNCPTTGESHNTKRADHNYLCKRGVTDRGWGNGCGLFGKGSIDTCAKFTCSSSAAGRLILPENIKYEVGIFVHGSTDSTSHGNYSTQIGANQAARFTISPNAPAITAKMGDYGEVAVECEPRSGLNTEAYYVMTIGTKHFLVHREWFNDLLLPWTSPSSTEWRNREILMEFEEPHATKQSVVALGSQEGALHQALAGAVPVEFASSTLKLTSGHLKCRVKMEKLKLKGTTYGMCTEKFTFSKNPADTGHGTVVLELQYTGSDGPCKIPISSVASLNDMTPVGIMVTANPYVASSTANAKVLVEIEPPFGDSYIVVGRGDKQINHHWHKEGSSIGKAFSTTLKGAQRLAALGDTAWDFGSVGGVFNSIGKRVHQVFGGAFRTLFG..., which amino acid positions are active epitope sites? The epitope positions are: [400, 401, 402, 403, 404, 405, 406, 407, 408, 409, 410, 411, 412, 413, 414, 415, 416, 417, 418, 419... (21 total positions)]. The amino acids at these positions are: VTANPYVASSTANAKVLVEIE. (2) The epitope positions are: [23, 24, 25, 26, 27, 28, 29, 30, 31, 32]. The amino acids at these positions are: GSSFLSPEHQ. Given the antigen sequence: MVSSATICSLLLLSMLWMDMAMAGSSFLSPEHQKAQQRKESKKPPAKLQPRALEGWLHPEDRGQAEEAEEELEIRFNAPFDVGIKLSGAQYQQHGRALGKFLQDILWEEVKEAPANK, which amino acid positions are active epitope sites? (3) Given the antigen sequence: MSLSNKLSVKDLDVAGKRVFIRVDFNVPLDGKTITNNQRIVAALPTIKYVEEHKPKYIVLASHLGRPNGERNDKYSLAPVATELEKLLGQKVTFLNDCVGPEVTKAVENAKDGEIFLLENLRYHIEEEGSSKDKDGKKVKADPEAVKKFRQELTSLADVYINDAFGTAHRAHSSMVGLEVPQRAAGFLMSKELEYFAKALENPERPFLAILGGAKVSDKIQLIDNLLDKVDMLIVGGGMAFTFKKILNKMPIGDSLFDEAGAKNVEHLVEKAKKNNVELILPVDFVTADKFDKDAKTSSATDAEGIPDNWMGLDCGPKSVELFQQAVAKAKTIVWNGPPGVFEFEKFANGTKSLLDAAVKSAENGNIVIIGGGDTATVAKKYGVVEKLSHVSTGGGASLELLEGKDLPGVVALSNKN, which amino acid positions are active epitope sites? The epitope positions are: [26, 27, 28, 29, 30, 31, 32, 33, 34, 35, 36, 37, 38, 39]. The amino acids at these positions are: VPLDGKTITNNQRI.